This data is from Full USPTO retrosynthesis dataset with 1.9M reactions from patents (1976-2016). The task is: Predict the reactants needed to synthesize the given product. (1) Given the product [C:1]1([S:7]([CH2:10][C:11]2[C:16]([C:17]([O:19][CH2:20][CH3:21])=[O:18])=[C:15]([O:22][CH3:23])[C:14]([CH2:29][CH2:30][CH3:31])=[CH:13][CH:12]=2)(=[O:9])=[O:8])[CH:6]=[CH:5][CH:4]=[CH:3][CH:2]=1, predict the reactants needed to synthesize it. The reactants are: [C:1]1([S:7]([CH2:10][C:11]2[C:16]([C:17]([O:19][CH2:20][CH3:21])=[O:18])=[C:15]([O:22][CH3:23])[C:14](Br)=[CH:13][CH:12]=2)(=[O:9])=[O:8])[CH:6]=[CH:5][CH:4]=[CH:3][CH:2]=1.C(Cl)Cl.[Br-].[CH2:29]([Zn+])[CH2:30][CH3:31]. (2) Given the product [Br:3][C:4]1[CH:5]=[C:6]([CH:7]=[CH:8][C:9]=1[CH3:10])[NH2:11], predict the reactants needed to synthesize it. The reactants are: [Cl-].[NH4+].[Br:3][C:4]1[CH:5]=[C:6]([N+:11]([O-])=O)[CH:7]=[CH:8][C:9]=1[CH3:10]. (3) The reactants are: [C:1]([CH2:3][C:4]1([N:25]2[CH:29]=[C:28](B3OC(C)(C)C(C)(C)O3)[CH:27]=[N:26]2)[CH2:7][N:6]([C:8]2[C:22]([F:23])=[CH:21][C:11]([C:12]([NH:14][C@@H:15]([CH3:20])[C:16]([F:19])([F:18])[F:17])=[O:13])=[C:10]([F:24])[CH:9]=2)[CH2:5]1)#[N:2].Br[C:40]1[C:41]([CH3:46])=[N:42][NH:43][C:44]=1[CH3:45].C(=O)([O-])[O-].[Na+].[Na+].O. Given the product [C:1]([CH2:3][C:4]1([N:25]2[CH:29]=[C:28]([C:40]3[C:41]([CH3:46])=[N:42][NH:43][C:44]=3[CH3:45])[CH:27]=[N:26]2)[CH2:5][N:6]([C:8]2[C:22]([F:23])=[CH:21][C:11]([C:12]([NH:14][C@@H:15]([CH3:20])[C:16]([F:17])([F:18])[F:19])=[O:13])=[C:10]([F:24])[CH:9]=2)[CH2:7]1)#[N:2], predict the reactants needed to synthesize it. (4) Given the product [O:1]=[C:2]1[NH:15][C:5]2([C:13]3[C:8](=[CH:9][CH:10]=[CH:11][CH:12]=3)[NH:7][C:6]2=[O:14])[C:4](=[O:16])[N:3]1[CH2:17][C:18]([OH:20])=[O:19], predict the reactants needed to synthesize it. The reactants are: [O:1]=[C:2]1[NH:15][C:5]2([C:13]3[C:8](=[CH:9][CH:10]=[CH:11][CH:12]=3)[NH:7][C:6]2=[O:14])[C:4](=[O:16])[N:3]1[CH2:17][C:18]([O:20]C(C)(C)C)=[O:19].C(O)(C(F)(F)F)=O. (5) Given the product [F:1][C:2]1[CH:3]=[CH:4][C:5]([C:8]2[N:12]([CH3:13])[N:11]=[CH:10][C:9]=2[CH2:14][O:15][C:16]2[CH:47]=[CH:46][C:19]([CH2:20][NH:21][C:22]3[CH:27]=[CH:26][C:25]([CH2:28][CH2:29][C:30]([O:32][CH3:33])=[O:31])=[CH:24][CH:23]=3)=[CH:18][CH:17]=2)=[CH:6][CH:7]=1, predict the reactants needed to synthesize it. The reactants are: [F:1][C:2]1[CH:7]=[CH:6][C:5]([C:8]2[N:12]([CH3:13])[N:11]=[CH:10][C:9]=2[CH2:14][O:15][C:16]2[CH:47]=[CH:46][C:19]([CH2:20][N:21](S(C3C=CC=CC=3[N+]([O-])=O)(=O)=O)[C:22]3[CH:27]=[CH:26][C:25]([CH2:28][CH2:29][C:30]([O:32][CH3:33])=[O:31])=[CH:24][CH:23]=3)=[CH:18][CH:17]=2)=[CH:4][CH:3]=1.SCC(O)=O.O.[OH-].[Li+].C(=O)([O-])O.[Na+]. (6) Given the product [ClH:2].[CH2:26]([NH:33][CH2:34][CH:35]([C:36]1([OH:42])[CH2:37][CH2:38][CH2:39][CH2:40][CH2:41]1)[C:43]1[CH:48]=[CH:47][C:46]([Cl:49])=[C:45]([Cl:50])[CH:44]=1)[C:27]1[CH:32]=[CH:31][CH:30]=[CH:29][CH:28]=1, predict the reactants needed to synthesize it. The reactants are: Cl.[Cl:2]C1C=C(C(C2(O)CCN(C)CC2)CN2CCNCC2)C=CC=1Cl.[CH2:26]([NH:33][C:34](=O)[CH:35]([C:43]1[CH:48]=[CH:47][C:46]([Cl:49])=[C:45]([Cl:50])[CH:44]=1)[C:36]1([OH:42])[CH2:41][CH2:40][CH2:39][CH2:38][CH2:37]1)[C:27]1[CH:32]=[CH:31][CH:30]=[CH:29][CH:28]=1.